Task: Predict the reactants needed to synthesize the given product.. Dataset: Full USPTO retrosynthesis dataset with 1.9M reactions from patents (1976-2016) (1) The reactants are: C[O:2][C:3]([C:5]1[C:6]([O:11][CH3:12])=[N:7][CH:8]=[CH:9][CH:10]=1)=O.[BH4-].[Li+]. Given the product [CH3:12][O:11][C:6]1[C:5]([CH2:3][OH:2])=[CH:10][CH:9]=[CH:8][N:7]=1, predict the reactants needed to synthesize it. (2) Given the product [OH:5][NH:6][C:7](=[O:30])/[CH:8]=[CH:9]/[C:10]1[CH:15]=[N:14][C:13]([NH:16][C@@H:17]2[CH2:21][CH2:20][N:19]([CH2:22][CH2:23][C:24]3[CH:29]=[CH:28][CH:27]=[CH:26][CH:25]=3)[CH2:18]2)=[CH:12][N:11]=1, predict the reactants needed to synthesize it. The reactants are: [OH-].[Na+].Cl.Cl.[OH:5][NH:6][C:7](=[O:30])/[CH:8]=[CH:9]/[C:10]1[CH:15]=[N:14][C:13]([NH:16][C@@H:17]2[CH2:21][CH2:20][N:19]([CH2:22][CH2:23][C:24]3[CH:29]=[CH:28][CH:27]=[CH:26][CH:25]=3)[CH2:18]2)=[CH:12][N:11]=1. (3) Given the product [Br:1][C:2]1[CH:3]=[CH:4][C:5]([O:10][CH2:18][CH:19]2[CH2:21][CH2:20]2)=[C:6]([CH:9]=1)[CH:7]=[O:8], predict the reactants needed to synthesize it. The reactants are: [Br:1][C:2]1[CH:3]=[CH:4][C:5]([OH:10])=[C:6]([CH:9]=1)[CH:7]=[O:8].C([O-])([O-])=O.[K+].[K+].Br[CH2:18][CH:19]1[CH2:21][CH2:20]1.O.